Regression/Classification. Given a drug SMILES string, predict its absorption, distribution, metabolism, or excretion properties. Task type varies by dataset: regression for continuous measurements (e.g., permeability, clearance, half-life) or binary classification for categorical outcomes (e.g., BBB penetration, CYP inhibition). Dataset: cyp1a2_veith. From a dataset of CYP1A2 inhibition data for predicting drug metabolism from PubChem BioAssay. (1) The result is 0 (non-inhibitor). The molecule is O=C(CN1C(=O)c2ccccc2C1=O)NCC(=O)OCC(=O)c1ccc(Br)cc1. (2) The compound is CC(=O)NC1=NN(c2ccccc2)C(=O)C1. The result is 0 (non-inhibitor). (3) The molecule is c1ccc(/C(=N/Nc2nc3ccccc3s2)c2ccccn2)cc1. The result is 1 (inhibitor). (4) The compound is CCOCCCNC(=O)/C(=C/c1ccc[nH]1)NC(=O)c1ccccc1. The result is 0 (non-inhibitor). (5) The molecule is O=C(O)[C@@H](O)c1ccc(F)cc1. The result is 0 (non-inhibitor). (6) The molecule is Cn1c(=O)c2c(nc(NCCNc3nc4c(c(=O)n(C)c(=O)n4C)n3C)n2C)n(C)c1=O. The result is 0 (non-inhibitor).